Task: Binary Classification. Given a miRNA mature sequence and a target amino acid sequence, predict their likelihood of interaction.. Dataset: Experimentally validated miRNA-target interactions with 360,000+ pairs, plus equal number of negative samples (1) The protein sequence of the target gene is MTHSPATSEDEERHSASECPEGGSESDSSPDGPGRGPRGTRGQGSGAPGSLASVRGLQGRSMSVPDDAHFSMMVFRIGIPDLHQTKCLRFNPDATIWTAKQQVLCALSESLQDVLNYGLFQPATSGRDANFLEEERLLREYPQSFEKGVPYLEFRYKTRVYKQTNLDEKQLAKLHTKTGLKKFLEYVQLGTSDKVARLLDKGLDPNYHDSDSGETPLTLAAQTEGSVEVIRTLCLGGAHIDFRARDGMTALHKAACARHCLALTALLDLGGSPNYKDRRGLTPLFHTAMVGGDPRCCELL.... The miRNA is hsa-miR-329-3p with sequence AACACACCUGGUUAACCUCUUU. Result: 0 (no interaction). (2) The miRNA is hsa-miR-3941 with sequence UUACACACAACUGAGGAUCAUA. The protein sequence of the target gene is MSRSATLLLCLLGCHVWKAVTKTLREPGAGAQEVTLKVHISDASTHQPVADALIEIFTNQASIASGTSGTDGVAFIKFQYKLGSQLIVTASKHAYVPNSAPWKPIRLPVFSSLSLGLLPERSATLMVYEDVVQIVSGFQGARPQPRVHFQRRALRLPENTSYSDLTAFLTAASSPSEVDSFPYLRGLDGNGTGNSTRHDLTPVTAVSVHLLSSNGTPVLVDGPIYVTVPLATQSSLRHNAYVAAWRFDQKLGTWLKSGLGLVHQEGSQLTWTYIAPQLGYWVAAMSPPIPGPVVTQDITT.... Result: 0 (no interaction). (3) The miRNA is mmu-miR-466a-5p with sequence UAUGUGUGUGUACAUGUACAUA. The protein sequence of the target gene is MSESSSDSDSSCGWTVINHEGSDIEIVNSATASDNCGLTLECSLVEQEELPVLYVGHGGEESSANNTSSVGETMLSSMRETKSAAEVEEAPSPEDNVYFGTTSDDSDIVTLEPPKLEEMGNQEVTIQEAPSSDDLNMGSSSSSQYAFCQPEPVFSSQPSDEESSSDDTSHEPSPAPRRRRNRKKTVSISESEEPPLAEPEDEPSKEPSKRHFSRGLNKCVILALVIAVSMGFGHFYGTIQIQKQLVRKTHEDELDGVKGYLSQRKQEQESFLDFKSLKENLERCWTVTESEKITFETQKK.... Result: 1 (interaction). (4) The miRNA is hsa-miR-4258 with sequence CCCCGCCACCGCCUUGG. The protein sequence of the target gene is MLRTAGRDGLCRLSTYLEELEAVELKKFKLYLGTATELGEGKIPWGSMEKAGPLEMAQLLITHFGPEEAWRLALSTFERINRKDLWERGQREDLVRDTPPGGPSSLGNQSTCLLEVSLVTPRKDPQETYRDYVRRKFRLMEDRNARLGECVNLSHRYTRLLLVKEHSNPMQVQQQLLDTGRGHARTVGHQASPIKIETLFEPDEERPEPPRTVVMQGAAGIGKSMLAHKVMLDWADGKLFQGRFDYLFYINCREMNQSATECSMQDLIFSCWPEPSAPLQELIRVPERLLFIIDGFDELK.... Result: 1 (interaction). (5) The miRNA is hsa-miR-6884-5p with sequence AGAGGCUGAGAAGGUGAUGUUG. The protein sequence of the target gene is MGDGGAERDRGPKRREEPGGRSGRHGEHRGAEDLRADTGSASPREIAGTSASSPAGSRESGGDSDGQQALGETDHCRRILVRDAKGTIREIVLPKGLDLDRPKRTRTSFTAEQLYRLEMEFQRCQYVVGRERTELARQLNLSETQVKVWFQNRRTKQKKDQSRDLEKRASSSASEAFATSNVLRLLEQGRLLSVPRAPSLLALTPGLPGLPASHRGTSLVDPRNSSPRLNPMPSASASSPLPPPLPAICFSSAPLLDLPAGYKLGSSAFEPYSRLEQQKVGSPGQSDKKADI. Result: 0 (no interaction). (6) The miRNA is mmu-miR-3113-5p with sequence GUCCUGGCCCUGGUCCGGGUCC. The protein sequence of the target gene is MIASCLYYLLLPAARLFRFLSDAFFTCRKNALLAKSSSPQVEGNFAMAPRGPDQEECEGLLQQWREEGWNQTPSTASEGPLADKGLAESSLALLMDNSGEQDAASEDKWSSRQLSDLRAAENLNQPFPEVLGEEPLAEVEGPLWAAVPVQTGPQYADCAVLPMGAMAAEQWEEDPAMVAWSIAPEPMPQEETSMWPFEGLEQLQPPPMEIPYHEILWREWEDFSTQPDAQGLEAGDGPQFQFTLMSYNILAQDLMQQSSELYLHCHPDILNWNYRFANLMQEFQHWDPDILCLQEVQEDH.... Result: 0 (no interaction). (7) The miRNA is hsa-miR-6132 with sequence AGCAGGGCUGGGGAUUGCA. The protein sequence of the target gene is MATYCDDLGPSSAPPGQAQATAHPPGYEPGDLGAVGGGPLLWVNAPALSPKSYASGPGPAPPYAAPSYGAPGPLLGAPGGLAGADLAWLSLSGQQELLRLVRPPYSYSALIAMAIQSAPLRKLTLSQIYQYVAGNFPFYKRSKAGWQNSIRHNLSLNDCFKKVPRDEDDPGKGNYWTLDPNCEKMFDNGNFRRKRKRRAEASAAVRSGARSVGGAEAPALEPPSAACLDLQASPSPSAPEAATCFSGFASAMSALAGGLGTFPGGLAGDFSFGRRPPTVATHAPQTLNPSPGFAPGHQTA.... Result: 1 (interaction). (8) The miRNA is hsa-miR-4429 with sequence AAAAGCUGGGCUGAGAGGCG. The protein sequence of the target gene is MAVGLCKAMSQGLVTFRDVALDFSQEEWEWLKPSQKDLYRDVMLENYRNLVWLGLSISKPNMISLLEQGKEPWMVERKMSQGHCADWESWCEIEELSPKWFIDEDEISQEMVMERLASHGLECSSFREAWKYKGEFELHQGNAERHFMQVTAVKEISTGKRDNEFSNSGRSIPLKSVFLTQQKVPTIQQVHKFDIYDKLFPQNSVIIEYKRLHAEKESLIGNECEEFNQSTYLSKDIGIPPGEKPYESHDFSKLLSFHSLFTQHQTTHFGKLPHGYDECGDAFSCYSFFTQPQRIHSGEK.... Result: 0 (no interaction).